The task is: Predict the reactants needed to synthesize the given product.. This data is from Full USPTO retrosynthesis dataset with 1.9M reactions from patents (1976-2016). (1) Given the product [S:3]1[CH:7]=[CH:6][C:5]2[C:8]([O:12][C:14]3[CH:19]=[C:18]([C:20]4[CH:21]=[CH:22][C:23]([C:26]([F:28])([F:29])[F:27])=[CH:24][CH:25]=4)[N:17]=[CH:16][N:15]=3)=[CH:9][CH:10]=[CH:11][C:4]1=2, predict the reactants needed to synthesize it. The reactants are: [H-].[Na+].[S:3]1[CH:7]=[CH:6][C:5]2[C:8]([OH:12])=[CH:9][CH:10]=[CH:11][C:4]1=2.Cl[C:14]1[CH:19]=[C:18]([C:20]2[CH:25]=[CH:24][C:23]([C:26]([F:29])([F:28])[F:27])=[CH:22][CH:21]=2)[N:17]=[CH:16][N:15]=1. (2) Given the product [NH2:24][C:21]1[CH:22]=[CH:23][C:18]([O:17][C:16]2[CH:15]=[CH:14][N:13]=[C:12]3[N:8]([CH2:7][C:6]4[CH:27]=[CH:28][C:3]([O:2][CH3:1])=[CH:4][CH:5]=4)[N:9]=[C:10]([N:32]4[CH2:31][CH2:30][N:29]([C:35]([O:37][C:38]([CH3:41])([CH3:40])[CH3:39])=[O:36])[CH2:34][CH2:33]4)[C:11]=23)=[C:19]([F:25])[CH:20]=1, predict the reactants needed to synthesize it. The reactants are: [CH3:1][O:2][C:3]1[CH:28]=[CH:27][C:6]([CH2:7][N:8]2[C:12]3=[N:13][CH:14]=[CH:15][C:16]([O:17][C:18]4[CH:23]=[CH:22][C:21]([NH2:24])=[CH:20][C:19]=4[F:25])=[C:11]3[C:10](I)=[N:9]2)=[CH:5][CH:4]=1.[N:29]1([C:35]([O:37][C:38]([CH3:41])([CH3:40])[CH3:39])=[O:36])[CH2:34][CH2:33][NH:32][CH2:31][CH2:30]1.N1CCC[C@H]1C(O)=O.C([O-])([O-])=O.[K+].[K+]. (3) Given the product [OH:35][C:34]1[N:1]=[C:2]2[CH:3]=[CH:4][C:5]([CH:8]3[CH2:9][CH2:10][N:11]([C:14]([O:16][C:17]([CH3:20])([CH3:19])[CH3:18])=[O:15])[CH2:12][CH2:13]3)=[N:6][N:7]2[C:31](=[O:32])[CH:30]=1, predict the reactants needed to synthesize it. The reactants are: [NH2:1][C:2]1[N:7]=[N:6][C:5]([CH:8]2[CH2:13][CH2:12][N:11]([C:14]([O:16][C:17]([CH3:20])([CH3:19])[CH3:18])=[O:15])[CH2:10][CH2:9]2)=[CH:4][CH:3]=1.ClC1C=C(Cl)C=C(Cl)C=1[C:30](C1C(Cl)=CC(Cl)=CC=1Cl)([C:34]([O-])=[O:35])[C:31]([O-])=[O:32]. (4) Given the product [CH3:19][O:18][C:15]1[CH:16]=[CH:17][C:7]2[O:6][C:5]([C:3](=[O:4])[C:2]([CH3:21])([CH3:1])[CH3:20])=[C:9]([CH2:10][C:11]([N:33]3[CH2:34][CH2:35][C@H:36]4[C@@H:41]([CH2:40][CH2:39][CH2:38][CH2:37]4)[CH2:32]3)=[O:12])[C:8]=2[CH:14]=1, predict the reactants needed to synthesize it. The reactants are: [CH3:1][C:2]([CH3:21])([CH3:20])[C:3]([C:5]1[O:6][C:7]2[CH:17]=[CH:16][C:15]([O:18][CH3:19])=[CH:14][C:8]=2[C:9]=1[CH2:10][C:11](O)=[O:12])=[O:4].C1C=CC2N(O)N=NC=2C=1.[CH2:32]1[C@H:41]2[C@@H:36]([CH2:37][CH2:38][CH2:39][CH2:40]2)[CH2:35][CH2:34][NH:33]1.CCN(C(C)C)C(C)C. (5) Given the product [Cl:23][CH2:24][C:25]1[N:29]([CH2:30][C@@H:31]2[CH2:36][CH2:35][CH2:34][N:33]([C:37]([O:39][C:40]([CH3:43])([CH3:42])[CH3:41])=[O:38])[CH2:32]2)[C:28]2[CH:44]=[CH:45][CH:46]=[CH:47][C:27]=2[N:26]=1, predict the reactants needed to synthesize it. The reactants are: NC1C=CC=CC=1NC[C@@H]1CCCN(C(OC(C)(C)C)=O)C1.[Cl:23][CH2:24][C:25]1[N:29]([CH2:30][C@H:31]2[CH2:36][CH2:35][CH2:34][N:33]([C:37]([O:39][C:40]([CH3:43])([CH3:42])[CH3:41])=[O:38])[CH2:32]2)[C:28]2[CH:44]=[CH:45][CH:46]=[CH:47][C:27]=2[N:26]=1. (6) Given the product [CH:1]1([C:4]([N:6]2[CH2:7][CH2:8][N:9]([C:12]([C:14]3[CH:15]=[C:16]([CH:20]4[C:25]5=[N:26][NH:27][C:28](=[O:33])[C:29]6[CH:30]=[CH:31][CH:32]=[C:23]([C:24]=65)[NH:22][CH:21]4[C:34]4[CH:39]=[CH:38][C:37]([CH:40]=[O:41])=[CH:36][CH:35]=4)[CH:17]=[CH:18][CH:19]=3)=[O:13])[CH2:10][CH2:11]2)=[O:5])[CH2:3][CH2:2]1, predict the reactants needed to synthesize it. The reactants are: [CH:1]1([C:4]([N:6]2[CH2:11][CH2:10][N:9]([C:12]([C:14]3[CH:15]=[C:16]([CH:20]4[C:25]5=[N:26][NH:27][C:28](=[O:33])[C:29]6[CH:30]=[CH:31][CH:32]=[C:23]([C:24]=65)[NH:22][CH:21]4[C:34]4[CH:39]=[CH:38][C:37]([CH:40](OCC)[O:41]CC)=[CH:36][CH:35]=4)[CH:17]=[CH:18][CH:19]=3)=[O:13])[CH2:8][CH2:7]2)=[O:5])[CH2:3][CH2:2]1.C(=O)([O-])[O-].[K+].[K+]. (7) Given the product [Cl:5][C:6]1[CH:11]=[CH:10][C:9]([C:12]2[CH:13]=[CH:14][C:15]([C:18]#[C:19][C:20]3[CH:25]=[CH:24][C:23](/[CH:26]=[CH:27]/[CH2:28][Cl:3])=[CH:22][CH:21]=3)=[N:16][CH:17]=2)=[CH:8][CH:7]=1, predict the reactants needed to synthesize it. The reactants are: S(Cl)([Cl:3])=O.[Cl:5][C:6]1[CH:11]=[CH:10][C:9]([C:12]2[CH:13]=[CH:14][C:15]([C:18]#[C:19][C:20]3[CH:25]=[CH:24][C:23](/[CH:26]=[CH:27]/[CH2:28]O)=[CH:22][CH:21]=3)=[N:16][CH:17]=2)=[CH:8][CH:7]=1.C(=O)(O)[O-].[Na+]. (8) Given the product [Br:1][C:2]1[C:7]([Cl:8])=[CH:6][C:5]([NH:9][CH2:20][C:21]([N:23]2[CH2:24][CH2:25][N:26]([CH:29]3[CH2:32][N:31]([C:33]([O:35][C:36]([CH3:39])([CH3:38])[CH3:37])=[O:34])[CH2:30]3)[CH2:27][CH2:28]2)=[O:22])=[C:4]([O:10][CH3:11])[CH:3]=1, predict the reactants needed to synthesize it. The reactants are: [Br:1][C:2]1[C:7]([Cl:8])=[CH:6][C:5]([NH2:9])=[C:4]([O:10][CH3:11])[CH:3]=1.ClC1C(CC)=CC(OC)=C(N[CH2:20][C:21]([N:23]2[CH2:28][CH2:27][N:26]([CH:29]3[CH2:32][N:31]([C:33]([O:35][C:36]([CH3:39])([CH3:38])[CH3:37])=[O:34])[CH2:30]3)[CH2:25][CH2:24]2)=[O:22])C=1. (9) Given the product [Cl:1][C:2]1[CH:7]=[CH:6][C:5]([S:8]([N:19]2[CH2:24][CH2:23][CH:22]([CH2:25][N:26]3[C:34]4[C:29](=[CH:30][C:31]([C:35]5[CH:36]=[N:37][N:38]([CH:40]6[CH2:45][CH2:44][CH2:43][CH2:42][O:41]6)[CH:39]=5)=[CH:32][CH:33]=4)[CH:28]=[CH:27]3)[CH2:21][CH2:20]2)(=[O:10])=[O:9])=[CH:4][CH:3]=1, predict the reactants needed to synthesize it. The reactants are: [Cl:1][C:2]1[CH:7]=[CH:6][C:5]([S:8](Cl)(=[O:10])=[O:9])=[CH:4][CH:3]=1.C(N(CC)CC)C.[NH:19]1[CH2:24][CH2:23][CH:22]([CH2:25][N:26]2[C:34]3[C:29](=[CH:30][C:31]([C:35]4[CH:36]=[N:37][N:38]([CH:40]5[CH2:45][CH2:44][CH2:43][CH2:42][O:41]5)[CH:39]=4)=[CH:32][CH:33]=3)[CH:28]=[CH:27]2)[CH2:21][CH2:20]1.CO.